Dataset: Full USPTO retrosynthesis dataset with 1.9M reactions from patents (1976-2016). Task: Predict the reactants needed to synthesize the given product. (1) Given the product [NH2:11][C:7]1[C:8]([F:10])=[CH:9][C:4]([CH:1]2[CH2:3][CH2:2]2)=[C:5]([N:14]2[C:18](=[O:19])[N:17]([CH3:20])[N:16]=[N:15]2)[CH:6]=1, predict the reactants needed to synthesize it. The reactants are: [CH:1]1([C:4]2[CH:9]=[C:8]([F:10])[C:7]([N+:11]([O-])=O)=[CH:6][C:5]=2[N:14]2[C:18](=[O:19])[N:17]([CH3:20])[N:16]=[N:15]2)[CH2:3][CH2:2]1.O.O.Cl[Sn]Cl.Cl. (2) Given the product [Br:1][C:2]1[C:9]([CH3:10])=[CH:8][CH:7]=[CH:6][C:3]=1[CH2:4][O:12][CH3:11], predict the reactants needed to synthesize it. The reactants are: [Br:1][C:2]1[C:9]([CH3:10])=[CH:8][CH:7]=[CH:6][C:3]=1[CH2:4]Br.[C:11](=O)(O)[O-:12].[Na+].C(O)(=O)C.